This data is from Forward reaction prediction with 1.9M reactions from USPTO patents (1976-2016). The task is: Predict the product of the given reaction. Given the reactants [CH:1]1([S:4]([C:7]2[CH:12]=[CH:11][C:10]([CH:13]([C:21]3[NH:25][C:24]([C:26]4[S:27][CH:28]=[C:29]([CH:31]5[CH2:35][O:34]C(C)(C)[O:32]5)[N:30]=4)=[CH:23][CH:22]=3)[CH2:14][CH:15]3[CH2:20][CH2:19][O:18][CH2:17][CH2:16]3)=[CH:9][CH:8]=2)(=[O:6])=[O:5])[CH2:3][CH2:2]1.Cl.C(=O)([O-])O.[Na+], predict the reaction product. The product is: [CH:1]1([S:4]([C:7]2[CH:12]=[CH:11][C:10]([CH:13]([C:21]3[NH:25][C:24]([C:26]4[S:27][CH:28]=[C:29]([CH:31]([OH:32])[CH2:35][OH:34])[N:30]=4)=[CH:23][CH:22]=3)[CH2:14][CH:15]3[CH2:20][CH2:19][O:18][CH2:17][CH2:16]3)=[CH:9][CH:8]=2)(=[O:5])=[O:6])[CH2:3][CH2:2]1.